From a dataset of Forward reaction prediction with 1.9M reactions from USPTO patents (1976-2016). Predict the product of the given reaction. (1) Given the reactants [Cl:1][C:2]1[N:7]=[C:6]2[N:8]([C:14]3[CH:19]=[CH:18][CH:17]=[C:16](I)[CH:15]=3)[N:9]=[C:10]([C:11]([NH2:13])=[O:12])[C:5]2=[CH:4][CH:3]=1.[C:21]([C@:23]1([OH:30])[CH2:27][CH2:26][N:25]([CH3:28])[C:24]1=[O:29])#[CH:22], predict the reaction product. The product is: [Cl:1][C:2]1[N:7]=[C:6]2[N:8]([C:14]3[CH:19]=[CH:18][CH:17]=[C:16]([C:22]#[C:21][C@:23]4([OH:30])[CH2:27][CH2:26][N:25]([CH3:28])[C:24]4=[O:29])[CH:15]=3)[N:9]=[C:10]([C:11]([NH2:13])=[O:12])[C:5]2=[CH:4][CH:3]=1. (2) Given the reactants C([O:8][C:9]([CH:11]1[CH2:23][C:22]2[C:21]3[C:16](=[C:17]([Cl:24])[CH:18]=[CH:19][CH:20]=3)[N:15]([CH2:25][C:26]([O:28][CH2:29][CH3:30])=[O:27])[C:14]=2[CH2:13][CH2:12]1)=[O:10])C1C=CC=CC=1, predict the reaction product. The product is: [CH2:29]([O:28][C:26]([CH2:25][N:15]1[C:14]2[CH2:13][CH2:12][CH:11]([C:9]([OH:10])=[O:8])[CH2:23][C:22]=2[C:21]2[C:16]1=[C:17]([Cl:24])[CH:18]=[CH:19][CH:20]=2)=[O:27])[CH3:30]. (3) Given the reactants C[O:2][C:3](=[O:28])[CH2:4][CH2:5][NH:6][C:7](=[O:27])[C:8]1[CH:13]=[CH:12][C:11]([CH:14]([O:19][C:20]2[CH:21]=[N:22][C:23](Cl)=[CH:24][CH:25]=2)[CH2:15][CH2:16][CH2:17][CH3:18])=[CH:10][CH:9]=1.[F:29][C:30]([F:41])([F:40])[C:31]1[CH:36]=[CH:35][C:34](B(O)O)=[CH:33][CH:32]=1, predict the reaction product. The product is: [F:29][C:30]([F:41])([F:40])[C:31]1[CH:36]=[CH:35][C:34]([C:23]2[N:22]=[CH:21][C:20]([O:19][CH:14]([C:11]3[CH:12]=[CH:13][C:8]([C:7]([NH:6][CH2:5][CH2:4][C:3]([OH:2])=[O:28])=[O:27])=[CH:9][CH:10]=3)[CH2:15][CH2:16][CH2:17][CH3:18])=[CH:25][CH:24]=2)=[CH:33][CH:32]=1.